Task: Predict the product of the given reaction.. Dataset: Forward reaction prediction with 1.9M reactions from USPTO patents (1976-2016) (1) The product is: [O:10]1[C:9]2([CH2:14][CH2:15][CH:6]([CH2:4][OH:3])[CH2:7][CH2:8]2)[O:13][CH2:12][CH2:11]1. Given the reactants C([O:3][C:4]([CH:6]1[CH2:15][CH2:14][C:9]2([O:13][CH2:12][CH2:11][O:10]2)[CH2:8][CH2:7]1)=O)C.[H-].[H-].[H-].[H-].[Li+].[Al+3], predict the reaction product. (2) Given the reactants [Cl:1][C:2]1[C:12]([N+:13]([O-])=O)=[CH:11][C:10]([Cl:16])=[CH:9][C:3]=1[C:4]([O:6][CH2:7][CH3:8])=[O:5].[Cl-].[NH4+], predict the reaction product. The product is: [NH2:13][C:12]1[C:2]([Cl:1])=[C:3]([CH:9]=[C:10]([Cl:16])[CH:11]=1)[C:4]([O:6][CH2:7][CH3:8])=[O:5]. (3) Given the reactants [Br:1][C:2]1[N:6]2[CH:7]=[CH:8][N:9]=[C:10](Cl)[C:5]2=[N:4][CH:3]=1.[CH3:12][NH2:13], predict the reaction product. The product is: [Br:1][C:2]1[N:6]2[CH:7]=[CH:8][N:9]=[C:10]([NH:13][CH3:12])[C:5]2=[N:4][CH:3]=1. (4) Given the reactants [Cl:1][C:2]1[CH:7]=[CH:6][C:5]([C:8]2[N:12]([CH:13]([CH:23]3[CH2:28]C[CH2:26][CH2:25][CH2:24]3)[CH2:14]OCC3CCCCC3)[C:11]3[CH:29]=[C:30]([F:34])[C:31]([F:33])=[CH:32][C:10]=3[N:9]=2)=[CH:4][CH:3]=1.[OH:35][C:36]1[CH:45]=[CH:44][C:39]([C:40]([O:42][CH3:43])=[O:41])=[CH:38][N:37]=1.[C:46]1(P(C2C=CC=CC=2)C2C=CC=CC=2)C=CC=C[CH:47]=1.N(C(OC(C)(C)C)=O)=NC(OC(C)(C)C)=O, predict the reaction product. The product is: [CH3:43][O:42][C:40](=[O:41])[C:39]1[CH:44]=[CH:45][C:36]([O:35][CH2:14][CH:13]([N:12]2[C:11]3[CH:29]=[C:30]([F:34])[C:31]([F:33])=[CH:32][C:10]=3[N:9]=[C:8]2[C:5]2[CH:4]=[CH:3][C:2]([Cl:1])=[CH:7][CH:6]=2)[CH:23]2[CH2:24][CH2:25][CH2:26][CH2:47][CH2:46][CH2:28]2)=[N:37][CH:38]=1. (5) Given the reactants [H-].[Na+].[CH2:3]([N:5]([CH2:9][CH3:10])[CH2:6][CH2:7][OH:8])[CH3:4].Br[CH2:12][C:13]1[N:18]=[C:17]([CH2:19][O:20][C:21]2[CH:42]=[CH:41][C:24]([C:25]([NH:27][C:28]3[CH:29]=[C:30]([CH:37]=[CH:38][C:39]=3[CH3:40])[C:31]([NH:33][CH:34]3[CH2:36][CH2:35]3)=[O:32])=[O:26])=[CH:23][CH:22]=2)[CH:16]=[CH:15][CH:14]=1, predict the reaction product. The product is: [CH:34]1([NH:33][C:31](=[O:32])[C:30]2[CH:37]=[CH:38][C:39]([CH3:40])=[C:28]([NH:27][C:25](=[O:26])[C:24]3[CH:41]=[CH:42][C:21]([O:20][CH2:19][C:17]4[CH:16]=[CH:15][CH:14]=[C:13]([CH2:12][O:8][CH2:7][CH2:6][N:5]([CH2:9][CH3:10])[CH2:3][CH3:4])[N:18]=4)=[CH:22][CH:23]=3)[CH:29]=2)[CH2:35][CH2:36]1. (6) Given the reactants [CH2:1]([O:3][C:4]([C@@H:6]1[CH2:10][C@H:9](OS(C)(=O)=O)[CH2:8][C@H:7]1[C:16]([N:18]1[CH2:22][CH2:21][C:20]([F:24])([F:23])[CH2:19]1)=[O:17])=[O:5])[CH3:2].[Cl:25][C:26]1[CH:31]=[C:30]([Br:32])[CH:29]=[CH:28][C:27]=1[SH:33], predict the reaction product. The product is: [CH2:1]([O:3][C:4]([C@@H:6]1[CH2:10][C@@H:9]([S:33][C:27]2[CH:28]=[CH:29][C:30]([Br:32])=[CH:31][C:26]=2[Cl:25])[CH2:8][C@H:7]1[C:16]([N:18]1[CH2:22][CH2:21][C:20]([F:23])([F:24])[CH2:19]1)=[O:17])=[O:5])[CH3:2]. (7) Given the reactants [Br:1][C:2]1[CH:3]=[CH:4][C:5]([Cl:16])=[C:6]([CH:15]=1)[CH2:7][C:8]1[CH:13]=[CH:12][C:11]([OH:14])=[CH:10][CH:9]=1.C(=O)([O-])[O-].[Cs+].[Cs+].Br[CH2:24][C:25]([O:27][CH2:28][CH3:29])=[O:26], predict the reaction product. The product is: [Br:1][C:2]1[CH:3]=[CH:4][C:5]([Cl:16])=[C:6]([CH:15]=1)[CH2:7][C:8]1[CH:13]=[CH:12][C:11]([O:14][CH2:24][C:25]([O:27][CH2:28][CH3:29])=[O:26])=[CH:10][CH:9]=1.